From a dataset of Reaction yield outcomes from USPTO patents with 853,638 reactions. Predict the reaction yield, written as a fraction of the theoretical maximum amount of product (1.0 means a 100% yield; for example, 0.34 means a 34% yield). (1) The reactants are [Br:1][C:2]1[CH:3]=[C:4](I)[CH:5]=[CH:6][CH:7]=1.[C:9]1([SH:15])[CH:14]=[CH:13][CH:12]=[CH:11][CH:10]=1.C([O-])([O-])=O.[K+].[K+].C(O)CO. The catalyst is [Cu]I.CC(O)C. The product is [C:9]1([S:15][C:4]2[CH:5]=[CH:6][CH:7]=[C:2]([Br:1])[CH:3]=2)[CH:14]=[CH:13][CH:12]=[CH:11][CH:10]=1. The yield is 0.910. (2) The reactants are [C:1]([NH:5][C:6]1[N:15]([CH2:16][CH2:17][O:18][CH3:19])[C:14](=[O:20])[C:13]2[C:8](=[C:9](I)[CH:10]=[CH:11][CH:12]=2)[N:7]=1)([CH3:4])([CH3:3])[CH3:2].C[C@@H:23]1[C:27]2[NH:28][C:29](B3OC(C)(C)C(C)(C)O3)=[CH:30][C:26]=2[C:25](=[O:40])[NH:24]1. No catalyst specified. The product is [C:1]([NH:5][C:6]1[N:15]([CH2:16][CH2:17][O:18][CH3:19])[C:14](=[O:20])[C:13]2[C:8](=[C:9]([C:29]3[NH:28][C:27]4[CH2:23][NH:24][C:25](=[O:40])[C:26]=4[CH:30]=3)[CH:10]=[CH:11][CH:12]=2)[N:7]=1)([CH3:4])([CH3:3])[CH3:2]. The yield is 0.510. (3) The reactants are [CH2:1]([O:5][C:6]1[N:14]=[C:13]2[C:9]([N:10]=[C:11]([O:39]C)[N:12]2[CH:15]([O:22][CH2:23][CH2:24][CH2:25][NH:26][CH2:27][C:28]2[CH:33]=[CH:32][CH:31]=[C:30]([CH2:34][C:35]([O:37][CH3:38])=[O:36])[CH:29]=2)[C:16]2[CH:21]=[CH:20][CH:19]=[CH:18][CH:17]=2)=[C:8]([NH2:41])[N:7]=1)[CH2:2][CH2:3][CH3:4].S(=O)(=O)(O)O.C(=O)([O-])O.[Na+]. The catalyst is CO. The product is [CH2:1]([O:5][C:6]1[N:14]=[C:13]2[C:9]([NH:10][C:11](=[O:39])[N:12]2[CH:15]([O:22][CH2:23][CH2:24][CH2:25][NH:26][CH2:27][C:28]2[CH:33]=[CH:32][CH:31]=[C:30]([CH2:34][C:35]([O:37][CH3:38])=[O:36])[CH:29]=2)[C:16]2[CH:17]=[CH:18][CH:19]=[CH:20][CH:21]=2)=[C:8]([NH2:41])[N:7]=1)[CH2:2][CH2:3][CH3:4]. The yield is 0.900. (4) The reactants are [CH2:1]([C:3]1[N:7]([C:8]2[N:16]=[C:15]3[C:11]([N:12]=[C:13]([C:18]4([O:22][CH3:23])[CH2:21][NH:20][CH2:19]4)[N:14]3[CH3:17])=[C:10]([N:24]3[CH2:29][CH2:28][O:27][CH2:26][CH2:25]3)[N:9]=2)[C:6]2[CH:30]=[CH:31][CH:32]=[CH:33][C:5]=2[N:4]=1)[CH3:2].[CH3:34][C:35]1([CH3:38])[CH2:37][O:36]1. The catalyst is CC#N. The product is [CH2:1]([C:3]1[N:7]([C:8]2[N:16]=[C:15]3[C:11]([N:12]=[C:13]([C:18]4([O:22][CH3:23])[CH2:21][N:20]([CH2:34][C:35]([CH3:38])([OH:36])[CH3:37])[CH2:19]4)[N:14]3[CH3:17])=[C:10]([N:24]3[CH2:29][CH2:28][O:27][CH2:26][CH2:25]3)[N:9]=2)[C:6]2[CH:30]=[CH:31][CH:32]=[CH:33][C:5]=2[N:4]=1)[CH3:2]. The yield is 0.270. (5) The product is [F:1][C:2]1[CH:10]=[C:9]2[C:5]([C:6]([C:11]3[CH:12]=[CH:13][C:14]([NH:17][C:27](=[O:31])[CH2:28][CH2:29][CH2:30][NH:26][S:23]([CH3:22])(=[O:25])=[O:24])=[N:15][CH:16]=3)=[CH:7][NH:8]2)=[CH:4][CH:3]=1. The catalyst is C1(C)C=CC=CC=1. The reactants are [F:1][C:2]1[CH:10]=[C:9]2[C:5]([C:6]([C:11]3[CH:12]=[CH:13][C:14]([NH2:17])=[N:15][CH:16]=3)=[CH:7][NH:8]2)=[CH:4][CH:3]=1.C[Al](C)C.[CH3:22][S:23]([N:26]1[CH2:30][CH2:29][CH2:28][C:27]1=[O:31])(=[O:25])=[O:24]. The yield is 0.110. (6) The reactants are [Br:1][C:2]1[C:3]([CH3:14])=[CH:4][C:5]2[O:9][C:8](C(O)=O)=[CH:7][C:6]=2[CH:13]=1.[B-](F)(F)(F)[F:16].[B-](F)(F)(F)F.C1[N+]2(CCl)CC[N+](F)(CC2)C1.C(=O)(O)[O-].[Na+]. The catalyst is O.CC(=O)OCC. The product is [Br:1][C:2]1[C:3]([CH3:14])=[CH:4][C:5]2[O:9][C:8]([F:16])=[CH:7][C:6]=2[CH:13]=1. The yield is 0.361. (7) The reactants are Cl[C:2]1[N:7]=[C:6]([O:8][CH3:9])[C:5]([N+:10]([O-:12])=[O:11])=[CH:4][CH:3]=1.[H-].[Na+].[Cl:15][C:16]1[CH:21]=[CH:20][CH:19]=[C:18]([Cl:22])[C:17]=1[C:23]1[C:27]([CH2:28][OH:29])=[C:26]([CH:30]([CH3:32])[CH3:31])[O:25][N:24]=1. The catalyst is C1COCC1. The product is [Cl:22][C:18]1[CH:19]=[CH:20][CH:21]=[C:16]([Cl:15])[C:17]=1[C:23]1[C:27]([CH2:28][O:29][C:2]2[N:7]=[C:6]([O:8][CH3:9])[C:5]([N+:10]([O-:12])=[O:11])=[CH:4][CH:3]=2)=[C:26]([CH:30]([CH3:32])[CH3:31])[O:25][N:24]=1. The yield is 0.330.